Dataset: NCI-60 drug combinations with 297,098 pairs across 59 cell lines. Task: Regression. Given two drug SMILES strings and cell line genomic features, predict the synergy score measuring deviation from expected non-interaction effect. (1) Drug 1: CC12CCC(CC1=CCC3C2CCC4(C3CC=C4C5=CN=CC=C5)C)O. Drug 2: CC(C)CN1C=NC2=C1C3=CC=CC=C3N=C2N. Cell line: HOP-62. Synergy scores: CSS=-4.82, Synergy_ZIP=3.10, Synergy_Bliss=5.94, Synergy_Loewe=-1.35, Synergy_HSA=-0.427. (2) Cell line: SW-620. Synergy scores: CSS=27.9, Synergy_ZIP=-4.77, Synergy_Bliss=-10.3, Synergy_Loewe=-78.7, Synergy_HSA=-10.6. Drug 2: CC1(CCCN1)C2=NC3=C(C=CC=C3N2)C(=O)N. Drug 1: CCC1(CC2CC(C3=C(CCN(C2)C1)C4=CC=CC=C4N3)(C5=C(C=C6C(=C5)C78CCN9C7C(C=CC9)(C(C(C8N6C)(C(=O)OC)O)OC(=O)C)CC)OC)C(=O)OC)O. (3) Drug 1: CC1=C2C(C(=O)C3(C(CC4C(C3C(C(C2(C)C)(CC1OC(=O)C(C(C5=CC=CC=C5)NC(=O)C6=CC=CC=C6)O)O)OC(=O)C7=CC=CC=C7)(CO4)OC(=O)C)O)C)OC(=O)C. Drug 2: C1CN(CCN1C(=O)CCBr)C(=O)CCBr. Cell line: A498. Synergy scores: CSS=25.0, Synergy_ZIP=-7.62, Synergy_Bliss=-1.75, Synergy_Loewe=-2.14, Synergy_HSA=-1.93. (4) Drug 1: CC1=C2C(C(=O)C3(C(CC4C(C3C(C(C2(C)C)(CC1OC(=O)C(C(C5=CC=CC=C5)NC(=O)OC(C)(C)C)O)O)OC(=O)C6=CC=CC=C6)(CO4)OC(=O)C)OC)C)OC. Drug 2: C1CN(P(=O)(OC1)NCCCl)CCCl. Cell line: EKVX. Synergy scores: CSS=34.0, Synergy_ZIP=-0.471, Synergy_Bliss=-2.16, Synergy_Loewe=-58.6, Synergy_HSA=-2.89. (5) Drug 1: CC1C(C(CC(O1)OC2CC(CC3=C2C(=C4C(=C3O)C(=O)C5=C(C4=O)C(=CC=C5)OC)O)(C(=O)C)O)N)O.Cl. Drug 2: CC1CCC2CC(C(=CC=CC=CC(CC(C(=O)C(C(C(=CC(C(=O)CC(OC(=O)C3CCCCN3C(=O)C(=O)C1(O2)O)C(C)CC4CCC(C(C4)OC)OCCO)C)C)O)OC)C)C)C)OC. Cell line: MALME-3M. Synergy scores: CSS=39.3, Synergy_ZIP=1.36, Synergy_Bliss=4.82, Synergy_Loewe=7.89, Synergy_HSA=8.27. (6) Drug 1: CC(CN1CC(=O)NC(=O)C1)N2CC(=O)NC(=O)C2. Drug 2: CC1=C(C(CCC1)(C)C)C=CC(=CC=CC(=CC(=O)O)C)C. Cell line: TK-10. Synergy scores: CSS=4.31, Synergy_ZIP=-3.79, Synergy_Bliss=-3.69, Synergy_Loewe=-3.10, Synergy_HSA=-3.33.